From a dataset of NCI-60 drug combinations with 297,098 pairs across 59 cell lines. Regression. Given two drug SMILES strings and cell line genomic features, predict the synergy score measuring deviation from expected non-interaction effect. (1) Drug 1: CC1=C(C=C(C=C1)NC2=NC=CC(=N2)N(C)C3=CC4=NN(C(=C4C=C3)C)C)S(=O)(=O)N.Cl. Drug 2: COC1=C(C=C2C(=C1)N=CN=C2NC3=CC(=C(C=C3)F)Cl)OCCCN4CCOCC4. Cell line: LOX IMVI. Synergy scores: CSS=12.9, Synergy_ZIP=2.26, Synergy_Bliss=3.12, Synergy_Loewe=2.32, Synergy_HSA=4.88. (2) Drug 1: CC1=C(C=C(C=C1)NC2=NC=CC(=N2)N(C)C3=CC4=NN(C(=C4C=C3)C)C)S(=O)(=O)N.Cl. Drug 2: CCC1(C2=C(COC1=O)C(=O)N3CC4=CC5=C(C=CC(=C5CN(C)C)O)N=C4C3=C2)O.Cl. Cell line: KM12. Synergy scores: CSS=16.0, Synergy_ZIP=-6.06, Synergy_Bliss=-5.34, Synergy_Loewe=-40.9, Synergy_HSA=-4.01. (3) Drug 1: CN1C(=O)N2C=NC(=C2N=N1)C(=O)N. Drug 2: CC1CCC2CC(C(=CC=CC=CC(CC(C(=O)C(C(C(=CC(C(=O)CC(OC(=O)C3CCCCN3C(=O)C(=O)C1(O2)O)C(C)CC4CCC(C(C4)OC)OCCO)C)C)O)OC)C)C)C)OC. Cell line: SF-539. Synergy scores: CSS=-2.21, Synergy_ZIP=1.32, Synergy_Bliss=1.79, Synergy_Loewe=-0.995, Synergy_HSA=-5.36. (4) Drug 1: C1CN1P(=S)(N2CC2)N3CC3. Drug 2: C1=CN(C(=O)N=C1N)C2C(C(C(O2)CO)O)O.Cl. Cell line: MCF7. Synergy scores: CSS=18.6, Synergy_ZIP=-6.20, Synergy_Bliss=-0.582, Synergy_Loewe=3.09, Synergy_HSA=3.64. (5) Cell line: NCI/ADR-RES. Drug 2: C(CCl)NC(=O)N(CCCl)N=O. Drug 1: C1CCN(CC1)CCOC2=CC=C(C=C2)C(=O)C3=C(SC4=C3C=CC(=C4)O)C5=CC=C(C=C5)O. Synergy scores: CSS=-0.783, Synergy_ZIP=0.781, Synergy_Bliss=-0.328, Synergy_Loewe=-3.13, Synergy_HSA=-3.17. (6) Drug 1: C1=NNC2=C1C(=O)NC=N2. Drug 2: C1CCC(C(C1)N)N.C(=O)(C(=O)[O-])[O-].[Pt+4]. Cell line: RPMI-8226. Synergy scores: CSS=32.5, Synergy_ZIP=3.47, Synergy_Bliss=1.20, Synergy_Loewe=-26.2, Synergy_HSA=-1.53. (7) Drug 1: CCC1(C2=C(COC1=O)C(=O)N3CC4=CC5=C(C=CC(=C5CN(C)C)O)N=C4C3=C2)O.Cl. Drug 2: COCCOC1=C(C=C2C(=C1)C(=NC=N2)NC3=CC=CC(=C3)C#C)OCCOC.Cl. Cell line: HT29. Synergy scores: CSS=46.9, Synergy_ZIP=2.17, Synergy_Bliss=3.00, Synergy_Loewe=-52.1, Synergy_HSA=1.93.